Dataset: Catalyst prediction with 721,799 reactions and 888 catalyst types from USPTO. Task: Predict which catalyst facilitates the given reaction. (1) Reactant: [F:1][C:2]1[CH:3]=[C:4]([OH:10])[CH:5]=[C:6]([O:8][CH3:9])[CH:7]=1.[H-].[Na+].F[C:14]1[CH:21]=[CH:20][C:17]([CH:18]=[O:19])=[C:16]([CH3:22])[CH:15]=1.Cl. Product: [F:1][C:2]1[CH:3]=[C:4]([CH:5]=[C:6]([O:8][CH3:9])[CH:7]=1)[O:10][C:14]1[CH:21]=[CH:20][C:17]([CH:18]=[O:19])=[C:16]([CH3:22])[CH:15]=1. The catalyst class is: 215. (2) Reactant: [N+:1]([C:4]1[CH:5]=[CH:6][C:7]([N:10]2[CH:14]=[N:13][CH:12]=[N:11]2)=[N:8][CH:9]=1)([O-])=O. Product: [N:10]1([C:7]2[N:8]=[CH:9][C:4]([NH2:1])=[CH:5][CH:6]=2)[CH:14]=[N:13][CH:12]=[N:11]1. The catalyst class is: 43. (3) Reactant: Br[CH2:2]/[CH:3]=[CH:4]/[CH2:5]Br.[C:7]([O:15][CH2:16][CH3:17])(=[O:14])[CH2:8][C:9]([O:11][CH2:12][CH3:13])=[O:10].[OH-].[K+].[Cl-].C(C([NH3+])(C(=O)CCCCCCC)C(=O)CCCCCCC)(=O)CCCCCCC. Product: [CH2:16]([O:15][C:7]([C:8]1([C:9]([O:11][CH2:12][CH3:13])=[O:10])[CH2:5][CH:4]1[CH:3]=[CH2:2])=[O:14])[CH3:17]. The catalyst class is: 4. (4) Reactant: [CH2:1]1[C:5]2([CH2:10][CH2:9][C:8](=[O:11])[CH:7]=[CH:6]2)[CH2:4][CH2:3][CH2:2]1. The catalyst class is: 29. Product: [CH2:1]1[C:5]2([CH2:10][CH2:9][C:8](=[O:11])[CH2:7][CH2:6]2)[CH2:4][CH2:3][CH2:2]1. (5) Reactant: Cl.[O:2]=[C:3]1[NH:12][C:11]2[N:10]=[CH:9][C:8](/[CH:13]=[CH:14]/[C:15]([OH:17])=O)=[CH:7][C:6]=2[CH2:5][CH2:4]1.Cl.[CH2:19]([S:24]([CH:27]1[CH2:30][NH:29][CH2:28]1)(=[O:26])=[O:25])[CH2:20][CH2:21][CH2:22][CH3:23].CCN(C(C)C)C(C)C.CCN=C=NCCCN(C)C. Product: [CH2:19]([S:24]([CH:27]1[CH2:30][N:29]([C:15](=[O:17])/[CH:14]=[CH:13]/[C:8]2[CH:7]=[C:6]3[C:11](=[N:10][CH:9]=2)[NH:12][C:3](=[O:2])[CH2:4][CH2:5]3)[CH2:28]1)(=[O:26])=[O:25])[CH2:20][CH2:21][CH2:22][CH3:23]. The catalyst class is: 241. (6) Reactant: Br[C:2]1[CH:3]=[C:4]([NH:17][C:18]([C:20]2[N:24]([CH:25]([CH3:27])[CH3:26])[N:23]=[CH:22][CH:21]=2)=[O:19])[C:5]2[C:9]([CH:10]=1)=[N:8][N:7]([CH:11]1[CH2:16][CH2:15][CH2:14][CH2:13][O:12]1)[CH:6]=2.C([O-])(=O)C.[K+].[CH3:33][C:34]1([CH3:52])[CH2:39][C:38]([CH3:41])([CH3:40])[O:37][B:36]([B:36]2[O:37][C:38]([CH3:41])([CH3:40])[CH2:39][C:34]([CH3:52])([CH3:33])[O:35]2)[O:35]1. Product: [CH3:26][CH:25]([N:24]1[C:20]([C:18]([NH:17][C:4]2[C:5]3[C:9]([CH:10]=[C:2]([B:36]4[O:37][C:38]([CH3:41])([CH3:40])[CH2:39][C:34]([CH3:52])([CH3:33])[O:35]4)[CH:3]=2)=[N:8][N:7]([CH:11]2[CH2:16][CH2:15][CH2:14][CH2:13][O:12]2)[CH:6]=3)=[O:19])=[CH:21][CH:22]=[N:23]1)[CH3:27]. The catalyst class is: 819.